From a dataset of Forward reaction prediction with 1.9M reactions from USPTO patents (1976-2016). Predict the product of the given reaction. (1) Given the reactants [Cl:1][C:2]1[CH:18]=[C:17]([C:19]2[N:23]=[C:22]([C:24]3[CH:29]=[CH:28][C:27]([C:30]4[CH:35]=[CH:34][CH:33]=[CH:32][C:31]=4[CH3:36])=[C:26]([CH2:37][O:38][CH3:39])[CH:25]=3)[O:21][N:20]=2)[CH:16]=[CH:15][C:3]=1[CH2:4][N:5]([CH3:14])[CH2:6][C:7]([O:9]C(C)(C)C)=[O:8].Cl, predict the reaction product. The product is: [CH3:39][O:38][CH2:37][C:26]1[CH:25]=[C:24]([C:22]2[O:21][N:20]=[C:19]([C:17]3[CH:16]=[CH:15][C:3]([CH2:4][N:5]([CH3:14])[CH2:6][C:7]([OH:9])=[O:8])=[C:2]([Cl:1])[CH:18]=3)[N:23]=2)[CH:29]=[CH:28][C:27]=1[C:30]1[CH:35]=[CH:34][CH:33]=[CH:32][C:31]=1[CH3:36]. (2) Given the reactants [Cl:1][C:2]1[N:7]=[CH:6][C:5]([NH:8][C:9](=[O:18])[C:10](=[O:17])[C:11]2[CH:16]=[CH:15][CH:14]=[CH:13][CH:12]=2)=[CH:4][CH:3]=1.Br[CH2:20][CH2:21][C:22]1[CH:27]=[CH:26][C:25]([C:28]([F:31])([F:30])[F:29])=[CH:24][CH:23]=1, predict the reaction product. The product is: [Cl:1][C:2]1[N:7]=[CH:6][C:5]([N:8]([CH2:20][CH2:21][C:22]2[CH:23]=[CH:24][C:25]([C:28]([F:29])([F:30])[F:31])=[CH:26][CH:27]=2)[C:9](=[O:18])[C:10](=[O:17])[C:11]2[CH:16]=[CH:15][CH:14]=[CH:13][CH:12]=2)=[CH:4][CH:3]=1. (3) Given the reactants C1(C2SC=[C:10]([C:12]([C:14]3[CH:19]=[C:18](OC)[C:17](OC)=[C:16](OC)[CH:15]=3)=O)[N:11]=2)C=CC=CC=1.[NH:26]1[C:34]2[C:29](=[CH:30][CH:31]=[CH:32][CH:33]=2)[CH:28]=[C:27]1[C:35]1[S:36][CH2:37][CH:38]([C:40]([OH:42])=O)[N:39]=1.N[C@H](C(O)=O)CS, predict the reaction product. The product is: [NH:26]1[C:34]2[C:29](=[CH:30][CH:31]=[CH:32][CH:33]=2)[CH:28]=[C:27]1[C:35]1[S:36][CH:37]=[C:38]([C:40]([C:16]2[CH:15]=[C:14]3[C:19](=[CH:18][CH:17]=2)[NH:11][CH:10]=[CH:12]3)=[O:42])[N:39]=1. (4) Given the reactants [F:1][C:2]([F:32])([F:31])[C:3]1[CH:8]=[CH:7][CH:6]=[CH:5][C:4]=1[NH:9][C:10](=[O:30])[NH:11][C:12]1[CH:17]=[CH:16][C:15]([C:18]2[N:22]3[N:23]=[CH:24][CH:25]=[C:26]([C:27](O)=[O:28])[C:21]3=[N:20][N:19]=2)=[CH:14][CH:13]=1.Cl.[C:34]([O:38][C:39](=[O:45])[C@H:40]([CH:42]([CH3:44])[CH3:43])[NH2:41])([CH3:37])([CH3:36])[CH3:35].C(Cl)CCl.C1C=CC2N(O)N=NC=2C=1.CCN(C(C)C)C(C)C, predict the reaction product. The product is: [CH3:43][CH:42]([CH3:44])[C@H:40]([NH:41][C:27]([C:26]1[C:21]2[N:22]([C:18]([C:15]3[CH:14]=[CH:13][C:12]([NH:11][C:10]([NH:9][C:4]4[CH:5]=[CH:6][CH:7]=[CH:8][C:3]=4[C:2]([F:31])([F:1])[F:32])=[O:30])=[CH:17][CH:16]=3)=[N:19][N:20]=2)[N:23]=[CH:24][CH:25]=1)=[O:28])[C:39]([O:38][C:34]([CH3:37])([CH3:36])[CH3:35])=[O:45]. (5) Given the reactants [CH3:1][C:2]1[C:10]2[S:9](=[O:12])(=[O:11])[N:8]=[CH:7][NH:6][C:5]=2[S:4][CH:3]=1.[C:13](=O)([O-])[O-].[K+].[K+].IC, predict the reaction product. The product is: [CH3:13][N:6]1[C:5]2[S:4][CH:3]=[C:2]([CH3:1])[C:10]=2[S:9](=[O:12])(=[O:11])[N:8]=[CH:7]1. (6) Given the reactants [C:1]([C:5]1[CH:10]=[CH:9][C:8]([C:11]2[C:19]3[C:14](=[CH:15][CH:16]=[CH:17][CH:18]=3)[N:13]([CH2:20][C:21]3[CH:26]=[CH:25][CH:24]=[C:23]([N:27]4[CH2:32][CH2:31][S:30][CH2:29][CH2:28]4)[CH:22]=3)[C:12]=2[C:33]([O:35]CC)=[O:34])=[CH:7][CH:6]=1)([CH3:4])([CH3:3])[CH3:2].[OH-].[Na+], predict the reaction product. The product is: [CH3:4][C:1]([C:5]1[CH:10]=[CH:9][C:8]([C:11]2[C:19]3[C:14](=[CH:15][CH:16]=[CH:17][CH:18]=3)[N:13]([CH2:20][C:21]3[CH:26]=[CH:25][CH:24]=[C:23]([N:27]4[CH2:32][CH2:31][S:30][CH2:29][CH2:28]4)[CH:22]=3)[C:12]=2[C:33]([OH:35])=[O:34])=[CH:7][CH:6]=1)([CH3:2])[CH3:3].